Dataset: Reaction yield outcomes from USPTO patents with 853,638 reactions. Task: Predict the reaction yield, written as a fraction of the theoretical maximum amount of product (1.0 means a 100% yield; for example, 0.34 means a 34% yield). (1) The reactants are [CH:1]#[C:2][CH2:3][NH:4][C@H:5]1[C:9]2[CH:10]=[CH:11][CH:12]=[CH:13][C:8]=2[CH2:7][CH2:6]1.[CH3:14][S:15]([OH:18])(=[O:17])=[O:16]. No catalyst specified. The product is [CH3:14][S:15]([OH:18])(=[O:17])=[O:16].[CH:1]#[C:2][CH2:3][NH:4][C@H:5]1[C:9]2[CH:10]=[CH:11][CH:12]=[CH:13][C:8]=2[CH2:7][CH2:6]1. The yield is 0.974. (2) The reactants are [NH2:1][C:2]1[CH:3]=[C:4]2[C:8](=[CH:9][C:10]=1[S:11][CH2:12][C:13]1[CH:18]=[CH:17][CH:16]=[CH:15][CH:14]=1)[C:7](=[O:19])[CH2:6][CH2:5]2.[O:20]1[C:24]2[CH:25]=[CH:26][CH:27]=[CH:28][C:23]=2[CH:22]=[C:21]1[S:29](Cl)(=[O:31])=[O:30]. The catalyst is N1C=CC=CC=1. The product is [CH2:12]([S:11][C:10]1[CH:9]=[C:8]2[C:4]([CH2:5][CH2:6][C:7]2=[O:19])=[CH:3][C:2]=1[NH:1][S:29]([C:21]1[O:20][C:24]2[CH:25]=[CH:26][CH:27]=[CH:28][C:23]=2[CH:22]=1)(=[O:30])=[O:31])[C:13]1[CH:14]=[CH:15][CH:16]=[CH:17][CH:18]=1. The yield is 0.470. (3) The reactants are [H-].[H-].[H-].[H-].[Li+].[Al+3].[O:7]1[C:11]2([CH2:16][CH2:15][C:14]([C:22](OCC)=[O:23])([C:17](OCC)=[O:18])[CH2:13][CH2:12]2)[O:10][CH2:9][CH2:8]1. The catalyst is O1CCCC1. The product is [OH:23][CH2:22][C:14]1([CH2:17][OH:18])[CH2:15][CH2:16][C:11]2([O:7][CH2:8][CH2:9][O:10]2)[CH2:12][CH2:13]1. The yield is 0.550. (4) The reactants are [Cl:1][C:2]1[CH:7]=[CH:6][C:5]([CH:8]=[CH:9][C:10]([O:12][CH3:13])=[O:11])=[CH:4][C:3]=1[N+:14]([O-])=O. The catalyst is C(OCC)(=O)C.[C].[Pd]. The product is [NH2:14][C:3]1[CH:4]=[C:5]([CH2:8][CH2:9][C:10]([O:12][CH3:13])=[O:11])[CH:6]=[CH:7][C:2]=1[Cl:1]. The yield is 0.930. (5) The reactants are [CH2:1]([C:8]1[S:9][C:10]2[CH:16]=[CH:15][C:14]([C:17]3[CH:18]=[C:19]([CH:27]4[CH2:32][CH2:31][NH:30][CH2:29][CH2:28]4)[N:20]4[C:25]=3[C:24]([NH2:26])=[N:23][CH:22]=[N:21]4)=[CH:13][C:11]=2[N:12]=1)[C:2]1[CH:7]=[CH:6][CH:5]=[CH:4][CH:3]=1.[CH2:33]([N:35]=[C:36]=[O:37])[CH3:34]. No catalyst specified. The product is [NH2:26][C:24]1[C:25]2=[C:17]([C:14]3[CH:15]=[CH:16][C:10]4[S:9][C:8]([CH2:1][C:2]5[CH:3]=[CH:4][CH:5]=[CH:6][CH:7]=5)=[N:12][C:11]=4[CH:13]=3)[CH:18]=[C:19]([CH:27]3[CH2:32][CH2:31][N:30]([C:36]([NH:35][CH2:33][CH3:34])=[O:37])[CH2:29][CH2:28]3)[N:20]2[N:21]=[CH:22][N:23]=1. The yield is 0.120. (6) The reactants are [I:1][C:2]1[CH:3]=[C:4]([N+:11]([O-:13])=[O:12])[CH:5]=[C:6]2[C:10]=1[NH:9][CH2:8][CH2:7]2.ClC1C(=O)C(C#N)=C(C#N)C(=O)C=1Cl. The catalyst is C(O)C.C(O)(C)C. The product is [I:1][C:2]1[CH:3]=[C:4]([N+:11]([O-:13])=[O:12])[CH:5]=[C:6]2[C:10]=1[NH:9][CH:8]=[CH:7]2. The yield is 0.790. (7) The reactants are [CH2:1]([N:6]1[C:14]2[C:9](=[N:10][C:11]([C:15]([F:18])([F:17])[F:16])=[CH:12][CH:13]=2)[N:8]=[C:7]1[CH2:19]O)[CH2:2][CH:3]([CH3:5])[CH3:4].[CH:21]1([N:24]2[C:32]3[CH:31]=[CH:30][N:29]=[CH:28][C:27]=3[NH:26][C:25]2=[O:33])[CH2:23][CH2:22]1.C1(P(C2C=CC=CC=2)C2C=CC=CC=2)C=CC=CC=1.N(/C(OC(C)C)=O)=N\C(OC(C)C)=O. The catalyst is C1COCC1. The product is [CH:21]1([N:24]2[C:32]3[CH:31]=[CH:30][N:29]=[CH:28][C:27]=3[N:26]([CH2:19][C:7]3[N:6]([CH2:1][CH2:2][CH:3]([CH3:4])[CH3:5])[C:14]4[C:9]([N:8]=3)=[N:10][C:11]([C:15]([F:16])([F:17])[F:18])=[CH:12][CH:13]=4)[C:25]2=[O:33])[CH2:23][CH2:22]1. The yield is 0.370. (8) The reactants are [NH2:1][C:2]1[CH:7]=[C:6]([O:8][C:9]([F:12])([F:11])[F:10])[CH:5]=[CH:4][C:3]=1[OH:13].C(=O)(O)[O-].[Na+].[Br:19][CH2:20][C:21](Br)=[O:22]. The catalyst is C(Cl)(Cl)Cl. The product is [Br:19][CH2:20][C:21]([NH:1][C:2]1[CH:7]=[C:6]([O:8][C:9]([F:10])([F:11])[F:12])[CH:5]=[CH:4][C:3]=1[OH:13])=[O:22]. The yield is 0.870. (9) The reactants are [CH3:1][C:2]1[CH:13]=[CH:12][C:5]2[NH:6][C:7](=[O:11])[O:8][C:9](=[O:10])[C:4]=2[CH:3]=1.[H-].[Na+].[CH2:16](Br)[C:17]1[CH:22]=[CH:21][CH:20]=[CH:19][CH:18]=1. The catalyst is CN(C=O)C. The product is [CH2:16]([N:6]1[C:5]2[CH:12]=[CH:13][C:2]([CH3:1])=[CH:3][C:4]=2[C:9](=[O:10])[O:8][C:7]1=[O:11])[C:17]1[CH:22]=[CH:21][CH:20]=[CH:19][CH:18]=1. The yield is 0.970.